Dataset: NCI-60 drug combinations with 297,098 pairs across 59 cell lines. Task: Regression. Given two drug SMILES strings and cell line genomic features, predict the synergy score measuring deviation from expected non-interaction effect. (1) Drug 1: C1CC(=O)NC(=O)C1N2C(=O)C3=CC=CC=C3C2=O. Drug 2: CC(C)CN1C=NC2=C1C3=CC=CC=C3N=C2N. Cell line: BT-549. Synergy scores: CSS=1.78, Synergy_ZIP=-2.41, Synergy_Bliss=-4.96, Synergy_Loewe=-3.54, Synergy_HSA=-3.41. (2) Drug 1: CC1=C(C=C(C=C1)NC2=NC=CC(=N2)N(C)C3=CC4=NN(C(=C4C=C3)C)C)S(=O)(=O)N.Cl. Drug 2: C(CN)CNCCSP(=O)(O)O. Cell line: HL-60(TB). Synergy scores: CSS=-22.4, Synergy_ZIP=10.6, Synergy_Bliss=-2.50, Synergy_Loewe=-25.3, Synergy_HSA=-25.1. (3) Drug 1: CCC(=C(C1=CC=CC=C1)C2=CC=C(C=C2)OCCN(C)C)C3=CC=CC=C3.C(C(=O)O)C(CC(=O)O)(C(=O)O)O. Drug 2: CCC1(C2=C(COC1=O)C(=O)N3CC4=CC5=C(C=CC(=C5CN(C)C)O)N=C4C3=C2)O.Cl. Cell line: SF-268. Synergy scores: CSS=38.1, Synergy_ZIP=3.67, Synergy_Bliss=3.92, Synergy_Loewe=-19.1, Synergy_HSA=3.38. (4) Drug 1: CC1C(C(CC(O1)OC2CC(CC3=C2C(=C4C(=C3O)C(=O)C5=C(C4=O)C(=CC=C5)OC)O)(C(=O)C)O)N)O.Cl. Drug 2: CC1CCCC2(C(O2)CC(NC(=O)CC(C(C(=O)C(C1O)C)(C)C)O)C(=CC3=CSC(=N3)C)C)C. Cell line: SK-MEL-5. Synergy scores: CSS=8.60, Synergy_ZIP=-2.33, Synergy_Bliss=-0.238, Synergy_Loewe=-7.04, Synergy_HSA=-4.24. (5) Drug 1: C1=NC2=C(N1)C(=S)N=CN2. Drug 2: C(CC(=O)O)C(=O)CN.Cl. Cell line: NCIH23. Synergy scores: CSS=37.1, Synergy_ZIP=-3.09, Synergy_Bliss=3.75, Synergy_Loewe=-9.94, Synergy_HSA=4.06. (6) Cell line: SF-268. Drug 1: CNC(=O)C1=CC=CC=C1SC2=CC3=C(C=C2)C(=NN3)C=CC4=CC=CC=N4. Drug 2: CN(C(=O)NC(C=O)C(C(C(CO)O)O)O)N=O. Synergy scores: CSS=3.41, Synergy_ZIP=-1.31, Synergy_Bliss=-3.88, Synergy_Loewe=-5.21, Synergy_HSA=-5.20. (7) Drug 1: CC1C(C(CC(O1)OC2CC(OC(C2O)C)OC3=CC4=CC5=C(C(=O)C(C(C5)C(C(=O)C(C(C)O)O)OC)OC6CC(C(C(O6)C)O)OC7CC(C(C(O7)C)O)OC8CC(C(C(O8)C)O)(C)O)C(=C4C(=C3C)O)O)O)O. Drug 2: C1=NC2=C(N1)C(=S)N=CN2. Cell line: NCI/ADR-RES. Synergy scores: CSS=32.2, Synergy_ZIP=2.66, Synergy_Bliss=3.89, Synergy_Loewe=-5.74, Synergy_HSA=3.54.